From a dataset of Reaction yield outcomes from USPTO patents with 853,638 reactions. Predict the reaction yield, written as a fraction of the theoretical maximum amount of product (1.0 means a 100% yield; for example, 0.34 means a 34% yield). (1) The reactants are C(N(CC)CC)C.Cl[C:9]1[C:18]2[C:13](=[CH:14][CH:15]=[CH:16][N:17]=2)[N:12]=[CH:11][C:10]=1[N+:19]([O-:21])=[O:20].Cl.[NH2:23][CH2:24][C:25]1([OH:31])[CH2:30][CH2:29][CH2:28][CH2:27][CH2:26]1. The catalyst is ClCCl.Cl.NCC1(O)CCCCC1. The product is [N+:19]([C:10]1[CH:11]=[N:12][C:13]2[C:18]([C:9]=1[NH:23][CH2:24][C:25]1([OH:31])[CH2:30][CH2:29][CH2:28][CH2:27][CH2:26]1)=[N:17][CH:16]=[CH:15][CH:14]=2)([O-:21])=[O:20]. The yield is 1.00. (2) The yield is 0.620. The product is [Cl:26][C:13]1[CH:14]=[CH:15][C:16]2[C:21](=[CH:20][CH:19]=[CH:18][CH:17]=2)[C:12]=1[O:11][P:10](=[N:5][C@@H:4]([CH:6]([CH3:8])[CH3:7])[C:3]([O:2][CH3:1])=[O:9])=[O:22]. No catalyst specified. The reactants are [CH3:1][O:2][C:3](=[O:9])[C@H:4]([CH:6]([CH3:8])[CH3:7])[NH2:5].[P:10](Cl)(Cl)(=[O:22])[O:11][C:12]1[C:21]2[C:16](=[CH:17][CH:18]=[CH:19][CH:20]=2)[CH:15]=[CH:14][CH:13]=1.C(Cl)[Cl:26]. (3) The yield is 0.850. The product is [Cl:26][C:27]1[C:28]([N:33]2[C:37]([C:38]([NH:7][C:8]3[C:9]([C:10](=[O:11])[N:12]=[S:13]([CH:17]([CH3:18])[CH3:19])[CH:14]([CH3:16])[CH3:15])=[CH:20][C:21]([Cl:25])=[CH:22][C:23]=3[CH3:24])=[O:39])=[CH:36][C:35]([C:41]([F:44])([F:42])[F:43])=[N:34]2)=[N:29][CH:30]=[CH:31][CH:32]=1. The reactants are C(=O)([O-])[O-].[K+].[K+].[NH2:7][C:8]1[C:23]([CH3:24])=[CH:22][C:21]([Cl:25])=[CH:20][C:9]=1[C:10]([N:12]=[S:13]([CH:17]([CH3:19])[CH3:18])[CH:14]([CH3:16])[CH3:15])=[O:11].[Cl:26][C:27]1[C:28]([N:33]2[C:37]([C:38](Cl)=[O:39])=[CH:36][C:35]([C:41]([F:44])([F:43])[F:42])=[N:34]2)=[N:29][CH:30]=[CH:31][CH:32]=1. The catalyst is ClCCl. (4) The reactants are [H-].[Na+].[CH2:3]([O:5][C:6](=[O:27])[CH2:7][C:8]([NH:10][C:11]1[CH:16]=[CH:15][C:14]([Cl:17])=[CH:13][C:12]=1[C:18]#[C:19][C:20]1[CH:25]=[CH:24][CH:23]=[CH:22][C:21]=1[Cl:26])=[O:9])[CH3:4]. The catalyst is CS(C)=O.C(OCC)(=O)C. The product is [CH2:3]([O:5][C:6]([C:7]1[C:8]([OH:9])=[N:10][C:11]2[C:12]([C:18]=1[CH2:19][C:20]1[CH:25]=[CH:24][CH:23]=[CH:22][C:21]=1[Cl:26])=[CH:13][C:14]([Cl:17])=[CH:15][CH:16]=2)=[O:27])[CH3:4]. The yield is 0.320. (5) The reactants are Br[C:2]1[C:11]2[C:6](=[CH:7][CH:8]=[CH:9][CH:10]=2)[C:5](=[O:12])[N:4]([C:13]2[CH:18]=[CH:17][C:16]([C:19]3[CH:24]=[CH:23][CH:22]=[CH:21][C:20]=3[CH3:25])=[CH:15][CH:14]=2)[N:3]=1.[C:26]([N:30]1[C:34]([CH3:35])=[CH:33][C:32]([NH2:36])=[N:31]1)([CH3:29])([CH3:28])[CH3:27]. No catalyst specified. The product is [C:26]([N:30]1[C:34]([CH3:35])=[CH:33][C:32]([NH:36][C:2]2[C:11]3[C:6](=[CH:7][CH:8]=[CH:9][CH:10]=3)[C:5](=[O:12])[N:4]([C:13]3[CH:18]=[CH:17][C:16]([C:19]4[CH:24]=[CH:23][CH:22]=[CH:21][C:20]=4[CH3:25])=[CH:15][CH:14]=3)[N:3]=2)=[N:31]1)([CH3:29])([CH3:28])[CH3:27]. The yield is 0.310. (6) The reactants are [CH3:1][C:2]1[O:6][N:5]=[C:4]([C:7]2[CH:12]=[CH:11][CH:10]=[CH:9][CH:8]=2)[C:3]=1[CH2:13][OH:14].[CH2:15]([O:17][C:18](=[O:27])[C:19]1[CH:24]=[CH:23][C:22](O)=[N:21][C:20]=1[CH3:26])[CH3:16]. No catalyst specified. The product is [CH2:15]([O:17][C:18](=[O:27])[C:19]1[CH:24]=[CH:23][C:22]([O:14][CH2:13][C:3]2[C:4]([C:7]3[CH:12]=[CH:11][CH:10]=[CH:9][CH:8]=3)=[N:5][O:6][C:2]=2[CH3:1])=[N:21][C:20]=1[CH3:26])[CH3:16]. The yield is 0.550. (7) The reactants are C(OC(=O)[NH:7][C:8]1[O:9][CH2:10][C:11]([F:35])([F:34])[C@:12]([C:15]2[C:20]([F:21])=[CH:19][CH:18]=[C:17]([NH:22][C:23]([C:25]3[C:30]([CH3:31])=[CH:29][C:28]([C:32]#[N:33])=[CH:27][N:26]=3)=[O:24])[N:16]=2)([CH3:14])[N:13]=1)(C)(C)C.C(O)(C(F)(F)F)=O. The catalyst is ClCCl. The product is [NH2:7][C:8]1[O:9][CH2:10][C:11]([F:34])([F:35])[C@:12]([C:15]2[N:16]=[C:17]([NH:22][C:23]([C:25]3[C:30]([CH3:31])=[CH:29][C:28]([C:32]#[N:33])=[CH:27][N:26]=3)=[O:24])[CH:18]=[CH:19][C:20]=2[F:21])([CH3:14])[N:13]=1. The yield is 0.800.